From a dataset of Catalyst prediction with 721,799 reactions and 888 catalyst types from USPTO. Predict which catalyst facilitates the given reaction. (1) Reactant: [CH2:1]([O:8][CH2:9][CH:10]([NH:29][C:30]([O:32][CH2:33][CH2:34][NH:35][C:36]1[CH:41]=[CH:40][CH:39]=[C:38]([CH3:42])[N:37]=1)=[O:31])[C:11]([NH:13][CH:14]([C:21]1[CH:26]=[C:25]([Cl:27])[CH:24]=[C:23]([Cl:28])[CH:22]=1)[CH2:15][C:16]([O:18]CC)=[O:17])=[O:12])[C:2]1[CH:7]=[CH:6][CH:5]=[CH:4][CH:3]=1.C(O)C.[OH-].[Na+]. Product: [CH2:1]([O:8][CH2:9][CH:10]([NH:29][C:30]([O:32][CH2:33][CH2:34][NH:35][C:36]1[CH:41]=[CH:40][CH:39]=[C:38]([CH3:42])[N:37]=1)=[O:31])[C:11]([NH:13][CH:14]([C:21]1[CH:26]=[C:25]([Cl:27])[CH:24]=[C:23]([Cl:28])[CH:22]=1)[CH2:15][C:16]([OH:18])=[O:17])=[O:12])[C:2]1[CH:7]=[CH:6][CH:5]=[CH:4][CH:3]=1. The catalyst class is: 15. (2) Reactant: Br[C:2]1[CH:3]=[C:4]([CH:10]=[CH:11][CH:12]=1)[C:5]([O:7][CH2:8][CH3:9])=[O:6].[C:13]1([C:19]#[CH:20])[CH:18]=[CH:17][CH:16]=[CH:15][CH:14]=1. Product: [C:13]1([C:19]#[C:20][C:2]2[CH:3]=[C:4]([CH:10]=[CH:11][CH:12]=2)[C:5]([O:7][CH2:8][CH3:9])=[O:6])[CH:18]=[CH:17][CH:16]=[CH:15][CH:14]=1. The catalyst class is: 778. (3) Reactant: [CH3:1][N:2]1[C:10]2[C:5](=[CH:6][CH:7]=[CH:8][CH:9]=2)[CH:4]=[CH:3]1.CN(C)[C:13](=[O:17])[CH2:14][CH2:15][CH3:16].O=P(Cl)(Cl)Cl. Product: [CH3:1][N:2]1[C:10]2[C:5](=[CH:6][CH:7]=[CH:8][CH:9]=2)[C:4]([C:13](=[O:17])[CH2:14][CH2:15][CH3:16])=[CH:3]1. The catalyst class is: 22. (4) Reactant: [H-].[Na+].[O:3]=[C:4]1[NH:9][N:8]=[N:7][C:6]2=[C:10]([C:13]([NH2:15])=[O:14])[N:11]=[CH:12][N:5]12.[CH3:16]I. Product: [CH3:16][N:9]1[N:8]=[N:7][C:6]2[N:5]([CH:12]=[N:11][C:10]=2[C:13]([NH2:15])=[O:14])[C:4]1=[O:3]. The catalyst class is: 3. (5) Reactant: [CH2:1]([O:8][C:9](=[O:39])[N:10]([CH:12]([C:14](=[O:38])[NH:15][CH:16]([C:21]([N:23]1[CH2:27][CH2:26][CH:25]2[N:28]([C:32](=[O:37])[NH:33][CH:34]([CH3:36])[CH3:35])[CH2:29][CH:30]([OH:31])[CH:24]12)=[O:22])[C:17]([CH3:20])([CH3:19])[CH3:18])[CH3:13])[CH3:11])[C:2]1[CH:7]=[CH:6][CH:5]=[CH:4][CH:3]=1.[CH2:40]([N:47]=[C:48]=[O:49])[C:41]1[CH:46]=[CH:45][CH:44]=[CH:43][CH:42]=1.[NH4+].[OH-]. Product: [CH2:1]([O:8][C:9](=[O:39])[N:10]([CH:12]([C:14](=[O:38])[NH:15][CH:16]([C:21]([N:23]1[CH2:27][CH2:26][CH:25]2[N:28]([C:32](=[O:37])[NH:33][CH:34]([CH3:35])[CH3:36])[CH2:29][CH:30]([O:31][C:48](=[O:49])[NH:47][CH2:40][C:41]3[CH:46]=[CH:45][CH:44]=[CH:43][CH:42]=3)[CH:24]12)=[O:22])[C:17]([CH3:18])([CH3:19])[CH3:20])[CH3:13])[CH3:11])[C:2]1[CH:3]=[CH:4][CH:5]=[CH:6][CH:7]=1. The catalyst class is: 382. (6) Reactant: [CH3:1][O:2][C:3]([C:5]1[C:6]2[CH:7]=[CH:8][CH:9]=[N:10][C:11]=2[C:12]([O:27]C(C2C=CC=CC=2)C2C=CC=CC=2)=[C:13]2[C:17](=[O:18])[N:16]([CH2:19][C:20]3[CH:25]=[CH:24][C:23]([F:26])=[CH:22][CH:21]=3)[CH2:15][C:14]=12)=[O:4].C(O)(C(F)(F)F)=O.C([SiH](CC)CC)C. Product: [CH3:1][O:2][C:3]([C:5]1[C:6]2[CH:7]=[CH:8][CH:9]=[N:10][C:11]=2[C:12]([OH:27])=[C:13]2[C:17](=[O:18])[N:16]([CH2:19][C:20]3[CH:21]=[CH:22][C:23]([F:26])=[CH:24][CH:25]=3)[CH2:15][C:14]=12)=[O:4]. The catalyst class is: 4.